Dataset: Catalyst prediction with 721,799 reactions and 888 catalyst types from USPTO. Task: Predict which catalyst facilitates the given reaction. (1) The catalyst class is: 215. Product: [CH3:65][N:58]1[C:59]([C:61]([O:63][CH3:64])=[O:62])=[CH:60][C:56]([NH:55][C:17](=[O:19])[CH2:16][CH2:15][CH2:14][CH2:13][O:12][C:5]2[C:6]3[C:11](=[CH:10][CH:9]=[CH:8][CH:7]=3)[C:2](=[O:1])[C:3](=[O:20])[CH:4]=2)=[CH:57]1. Reactant: [O:1]=[C:2]1[C:11]2[C:6](=[CH:7][CH:8]=[CH:9][CH:10]=2)[C:5]([O:12][CH2:13][CH2:14][CH2:15][CH2:16][C:17]([OH:19])=O)=[CH:4][C:3]1=[O:20].CN(C(ON1N=NC2C=CC=CC1=2)=[N+](C)C)C.F[P-](F)(F)(F)(F)F.CCN(C(C)C)C(C)C.Cl.[NH2:55][C:56]1[CH:60]=[C:59]([C:61]([O:63][CH3:64])=[O:62])[N:58]([CH3:65])[CH:57]=1. (2) Reactant: [Br:1][C:2]1[CH:3]=[C:4]([N:12]2[C:16](=O)[CH2:15][C:14]([CH3:19])([CH3:18])[C:13]2=O)[CH:5]=[C:6]([O:8][CH2:9][O:10][CH3:11])[CH:7]=1. Product: [Br:1][C:2]1[CH:3]=[C:4]([N:12]2[CH2:16][CH2:15][C:14]([CH3:19])([CH3:18])[CH2:13]2)[CH:5]=[C:6]([O:8][CH2:9][O:10][CH3:11])[CH:7]=1. The catalyst class is: 1. (3) Reactant: [Br:1][C:2]1[C:3]([N:16]([CH3:21])[S:17]([CH3:20])(=[O:19])=[O:18])=[CH:4][C:5]2[O:9][C:8](I)=[C:7]([C:11]([NH:13][CH3:14])=[O:12])[C:6]=2[CH:15]=1.[CH:22]([N:25]1[C:29](B(O)O)=[CH:28][CH:27]=[N:26]1)([CH3:24])[CH3:23].C([O-])([O-])=O.[Na+].[Na+]. Product: [Br:1][C:2]1[C:3]([N:16]([CH3:21])[S:17]([CH3:20])(=[O:19])=[O:18])=[CH:4][C:5]2[O:9][C:8]([C:29]3[N:25]([CH:22]([CH3:24])[CH3:23])[N:26]=[CH:27][CH:28]=3)=[C:7]([C:11]([NH:13][CH3:14])=[O:12])[C:6]=2[CH:15]=1. The catalyst class is: 38. (4) Reactant: [C:1]1([S:7]([NH:10][C:11]2[CH:18]=[CH:17][C:14]([CH:15]=[O:16])=[CH:13][C:12]=2[O:19][CH3:20])(=[O:9])=[O:8])[CH:6]=[CH:5][CH:4]=[CH:3][CH:2]=1.[CH3:21][Li].O. Product: [C:1]1([S:7]([NH:10][C:11]2[CH:18]=[CH:17][C:14]([CH:15]([OH:16])[CH3:21])=[CH:13][C:12]=2[O:19][CH3:20])(=[O:9])=[O:8])[CH:2]=[CH:3][CH:4]=[CH:5][CH:6]=1. The catalyst class is: 165. (5) Reactant: [N:1]([C:4]1[CH:9]=[C:8]([C:10]([O:12]C)=[O:11])[C:7]([O:14][CH3:15])=[CH:6][C:5]=1[C:16]([O:18]C)=O)=[C:2]=[S:3].[CH3:20][O:21][C:22]1[C:27]([O:28][CH3:29])=[CH:26][N:25]=[C:24]([NH2:30])[N:23]=1.[OH-].[Na+].Cl. Product: [CH3:20][O:21][C:22]1[C:27]([O:28][CH3:29])=[CH:26][N:25]=[C:24]([N:30]2[C:16](=[O:18])[C:5]3[C:4](=[CH:9][C:8]([C:10]([OH:12])=[O:11])=[C:7]([O:14][CH3:15])[CH:6]=3)[NH:1][C:2]2=[S:3])[N:23]=1. The catalyst class is: 3. (6) Reactant: C[O:2][CH:3](OC)[C:4]1[CH:9]=[CH:8][N:7]=[CH:6][C:5]=1[O:10][CH2:11][C:12]1[N:17]=[CH:16][C:15]([C:18]([NH:20][S:21]([CH3:24])(=[O:23])=[O:22])=[O:19])=[CH:14][CH:13]=1.[F:27][C:28]([F:33])([F:32])[C:29]([OH:31])=[O:30]. Product: [CH:3]([C:4]1[CH:9]=[CH:8][N:7]=[CH:6][C:5]=1[O:10][CH2:11][C:12]1[CH:13]=[CH:14][C:15]([C:18]([NH:20][S:21]([CH3:24])(=[O:22])=[O:23])=[O:19])=[CH:16][N:17]=1)=[O:2].[F:27][C:28]([F:33])([F:32])[C:29]([OH:31])=[O:30]. The catalyst class is: 4. (7) Reactant: [CH3:1][O:2][C:3]1[CH:4]=[C:5]2[C:10](=[CH:11][C:12]=1[O:13][CH3:14])[N:9]=[CH:8][CH:7]=[C:6]2[O:15][C:16]1[CH:22]=[CH:21][C:19]([NH2:20])=[C:18]([CH3:23])[C:17]=1[CH3:24].Cl[C:26](Cl)([O:28][C:29](=[O:35])OC(Cl)(Cl)Cl)Cl.[CH3:37][N:38]1[CH2:43]C[CH2:41][CH:40](O)[CH2:39]1.C(=O)(O)[O-].[Na+]. Product: [CH3:1][O:2][C:3]1[CH:4]=[C:5]2[C:10](=[CH:11][C:12]=1[O:13][CH3:14])[N:9]=[CH:8][CH:7]=[C:6]2[O:15][C:16]1[CH:22]=[CH:21][C:19]([NH:20][C:29](=[O:35])[O:28][CH:26]2[CH2:41][CH2:40][CH2:39][N:38]([CH3:43])[CH2:37]2)=[C:18]([CH3:23])[C:17]=1[CH3:24]. The catalyst class is: 208. (8) Reactant: [H-].[Na+].[CH2:3]([SH:5])[CH3:4].[H][H].F[C:9]1[CH:16]=[C:15]([C:17]2[CH:22]=[CH:21][C:20]([Cl:23])=[CH:19][C:18]=2[Cl:24])[CH:14]=[CH:13][C:10]=1[C:11]#[N:12]. Product: [Cl:24][C:18]1[CH:19]=[C:20]([Cl:23])[CH:21]=[CH:22][C:17]=1[C:15]1[CH:14]=[CH:13][C:10]([C:11]#[N:12])=[C:9]([S:5][CH2:3][CH3:4])[CH:16]=1. The catalyst class is: 9.